From a dataset of Full USPTO retrosynthesis dataset with 1.9M reactions from patents (1976-2016). Predict the reactants needed to synthesize the given product. (1) Given the product [CH2:1]([O:8][C@H:9]1[C@H:14]([O:15][CH2:16][C:17]2[CH:22]=[CH:21][CH:20]=[CH:19][CH:18]=2)[C@@H:13]([O:23][CH2:24][C:25]2[CH:30]=[CH:29][CH:28]=[CH:27][CH:26]=2)[C@@:12]([C:33]2[CH:38]=[CH:37][C:36]([Cl:39])=[C:35]([CH2:40][C:41]3[CH:42]=[CH:43][C:44]([O:47][CH2:48][C:49]([F:51])([F:52])[F:50])=[CH:45][CH:46]=3)[CH:34]=2)([O:31][CH3:32])[O:11][C@:10]1([CH2:55][OH:56])[CH:53]=[O:54])[C:2]1[CH:3]=[CH:4][CH:5]=[CH:6][CH:7]=1, predict the reactants needed to synthesize it. The reactants are: [CH2:1]([O:8][C@H:9]1[C@H:14]([O:15][CH2:16][C:17]2[CH:22]=[CH:21][CH:20]=[CH:19][CH:18]=2)[C@@H:13]([O:23][CH2:24][C:25]2[CH:30]=[CH:29][CH:28]=[CH:27][CH:26]=2)[C@@:12]([C:33]2[CH:38]=[CH:37][C:36]([Cl:39])=[C:35]([CH2:40][C:41]3[CH:46]=[CH:45][C:44]([O:47][CH2:48][C:49]([F:52])([F:51])[F:50])=[CH:43][CH:42]=3)[CH:34]=2)([O:31][CH3:32])[O:11][C@@H:10]1[CH:53]=[O:54])[C:2]1[CH:7]=[CH:6][CH:5]=[CH:4][CH:3]=1.[CH2:55]=[O:56].[OH-].[Na+]. (2) Given the product [Br:15][C:16]1[CH:24]=[C:23]2[C:19]([CH2:20][N:21]3[C:13]([C:3]4[C:4]([C:7]5[CH:12]=[CH:11][CH:10]=[CH:9][CH:8]=5)=[N:5][O:6][C:2]=4[Cl:1])=[N:26][N:25]=[C:22]32)=[CH:18][CH:17]=1, predict the reactants needed to synthesize it. The reactants are: [Cl:1][C:2]1[O:6][N:5]=[C:4]([C:7]2[CH:12]=[CH:11][CH:10]=[CH:9][CH:8]=2)[C:3]=1[CH:13]=O.[Br:15][C:16]1[CH:24]=[C:23]2[C:19]([CH2:20][N:21]=[C:22]2[NH:25][NH2:26])=[CH:18][CH:17]=1.